From a dataset of Peptide-MHC class I binding affinity with 185,985 pairs from IEDB/IMGT. Regression. Given a peptide amino acid sequence and an MHC pseudo amino acid sequence, predict their binding affinity value. This is MHC class I binding data. (1) The peptide sequence is LYNLLIRCF. The MHC is H-2-Kd with pseudo-sequence H-2-Kd. The binding affinity (normalized) is 0.226. (2) The peptide sequence is AFHHIAREK. The MHC is HLA-A30:02 with pseudo-sequence HLA-A30:02. The binding affinity (normalized) is 0.00906.